The task is: Predict which catalyst facilitates the given reaction.. This data is from Catalyst prediction with 721,799 reactions and 888 catalyst types from USPTO. (1) Reactant: [NH2:1][C:2]1([C:15]([F:18])([F:17])[F:16])[CH2:7][CH2:6][N:5]([C:8]([O:10][C:11]([CH3:14])([CH3:13])[CH3:12])=[O:9])[CH2:4][CH2:3]1.[O:19]=[C:20]1[NH:25][C:24]2[CH:26]=[C:27]([CH:30]=O)[CH:28]=[CH:29][C:23]=2[S:22][CH2:21]1.[O-]S([O-])(=O)=O.[Na+].[Na+].[BH4-].[Na+]. Product: [C:11]([O:10][C:8]([N:5]1[CH2:4][CH2:3][C:2]([NH:1][CH2:30][C:27]2[CH:28]=[CH:29][C:23]3[S:22][CH2:21][C:20](=[O:19])[NH:25][C:24]=3[CH:26]=2)([C:15]([F:18])([F:16])[F:17])[CH2:7][CH2:6]1)=[O:9])([CH3:14])([CH3:12])[CH3:13]. The catalyst class is: 3. (2) Reactant: [CH:1]1[C:13]2[CH:12]([CH2:14][O:15][C:16](=[O:42])[NH:17][CH2:18][C:19]3[N:20]([CH2:38][CH:39]([CH3:41])[CH3:40])[C:21](=[O:37])[C:22]4[C:27]([C:28]=3[O:29][CH2:30][CH2:31][CH2:32][CH3:33])=[CH:26][C:25]([C:34]([NH2:36])=[S:35])=[CH:24][CH:23]=4)[C:11]3[C:6](=[CH:7][CH:8]=[CH:9][CH:10]=3)[C:5]=2[CH:4]=[CH:3][CH:2]=1.Br[CH2:44][C:45](=O)[C:46]([O:48][CH2:49][CH3:50])=[O:47].O. Product: [CH2:30]([O:29][C:28]1[C:27]2[C:22](=[CH:23][CH:24]=[C:25]([C:34]3[S:35][CH:44]=[C:45]([C:46]([O:48][CH2:49][CH3:50])=[O:47])[N:36]=3)[CH:26]=2)[C:21](=[O:37])[N:20]([CH2:38][CH:39]([CH3:41])[CH3:40])[C:19]=1[CH2:18][NH:17][C:16]([O:15][CH2:14][CH:12]1[C:11]2[CH:10]=[CH:9][CH:8]=[CH:7][C:6]=2[C:5]2[C:13]1=[CH:1][CH:2]=[CH:3][CH:4]=2)=[O:42])[CH2:31][CH2:32][CH3:33]. The catalyst class is: 8. (3) Product: [CH3:1][NH:2][C:3]1[C:12]2[C:7](=[CH:8][C:9]([C:30]3[C:31]([C:35]([F:37])([F:38])[F:36])=[CH:32][CH:33]=[CH:34][C:29]=3[S:28][CH3:27])=[CH:10][CH:11]=2)[N:6]=[C:5]([NH2:26])[N:4]=1. Reactant: [CH3:1][NH:2][C:3]1[C:12]2[C:7](=[CH:8][C:9]([Sn](CCCC)(CCCC)CCCC)=[CH:10][CH:11]=2)[N:6]=[C:5]([NH2:26])[N:4]=1.[CH3:27][S:28][C:29]1[CH:34]=[CH:33][CH:32]=[C:31]([C:35]([F:38])([F:37])[F:36])[C:30]=1Br.O1CCCC1.CN(C)C=O. The catalyst class is: 189. (4) Reactant: [Br:1][C:2]1[CH:14]=[CH:13][C:5]([O:6][C:7]([CH3:12])([CH3:11])[C:8](O)=[O:9])=[CH:4][CH:3]=1.O=S(Cl)[Cl:17]. Product: [Br:1][C:2]1[CH:14]=[CH:13][C:5]([O:6][C:7]([CH3:12])([CH3:11])[C:8]([Cl:17])=[O:9])=[CH:4][CH:3]=1. The catalyst class is: 3.